From a dataset of Protein-peptide binding for MDM2, ACE2, and 12ca5 with 34 validated binders. Binary Classification. Given protein and peptide amino acid sequences, predict whether they interact or not. (1) The protein target is ACE2 with sequence MSSSSWLLLSLVAVTAAQSTIEEQAKTFLDKFNHEAEDLFYQSSLASWNYNTNITEENVQNMNNAGDKWSAFLKEQSTLAQMYPLQEIQNLTVKLQLQALQQNGSSVLSEDKSKRLNTILNTMSTIYSTGKVCNPDNPQECLLLEPGLNEIMANSLDYNERLWAWESWRSEVGKQLRPLYEEYVVLKNEMARANHYEDYGDYWRGDYEVNGVDGYDYSRGQLIEDVEHTFEEIKPLYEHLHAYVRAKLMNAYPSYISPIGCLPAHLLGDMWGRFWTNLYSLTVPFGQKPNIDVTDAMVDQAWDAQRIFKEAEKFFVSVGLPNMTQGFWENSMLTDPGNVQKAVCHPTAWDLGKGDFRILMCTKVTMDDFLTAHHEMGHIQYDMAYAAQPFLLRNGANEGFHEAVGEIMSLSAATPKHLKSIGLLSPDFQEDNETEINFLLKQALTIVGTLPFTYMLEKWRWMVFKGEIPKDQWMKKWWEMKREIVGVVEPVPHDETYCDP.... The peptide is LAFQHGSTAPSWK. (2) The protein target is MDM2 with sequence MCNTNMSVPTDGAVTTSQIPASEQETLVRPKPLLLKLLKSVGAQKDTYTMKEVLFYLGQYIMTKRLYDEKQQHIVYCSNDLLGDLFGVPSFSVKEHRKIYTMIYRNLVVVNQQESSDSGTSVSENRCHLEGGSDQKDLVQELQEEKPSSSHLVSRPSTSSRRRAISETEENSDELSGERQRKRHKSDSISLSFDESLALCVIREICCERSSSSESTGTPSNPDLDAGVSEHSGDWLDQDSVSDQFSVEFEVESLDSEDYSLSEEGQELSDEDDEVYQVTVYQAGESDTDSFEEDPEISLADYWKCTSCNEMNPPLPSHCNRCWALRENWLPEDKGKDKGEISEKAKLENSTQAEEGFDVPDCKKTIVNDSRESCVEENDDKITQASQSQESEDYSQPSTSSSIIYSSQEDVKEFEREETQDKEESVESSLPLNAIEPCVICQGRPKNGCIVHGKTGHLMACFTCAKKLKKRNKPCPVCRQPIQMIVLTYFP. The peptide is AAFAEYWAAAAAK.